From a dataset of Full USPTO retrosynthesis dataset with 1.9M reactions from patents (1976-2016). Predict the reactants needed to synthesize the given product. (1) The reactants are: Cl[C:2]1[N:7]=[C:6]([Cl:8])[N:5]=[C:4]2[N:9]([CH:12]3[CH2:17][CH2:16][CH2:15][CH2:14][O:13]3)[N:10]=[CH:11][C:3]=12.[Cl-].[Li+].C([Sn](CCCC)(CCCC)[C:25]1[CH:26]=[N:27][CH:28]=[CH:29][CH:30]=1)CCC. Given the product [Cl:8][C:6]1[N:5]=[C:4]2[N:9]([CH:12]3[CH2:17][CH2:16][CH2:15][CH2:14][O:13]3)[N:10]=[CH:11][C:3]2=[C:2]([C:25]2[CH:26]=[N:27][CH:28]=[CH:29][CH:30]=2)[N:7]=1, predict the reactants needed to synthesize it. (2) Given the product [CH2:1]([O:8][C:9]([NH:11][CH:12]([CH3:23])[CH:13]([OH:22])[C:14]([CH3:21])([CH3:20])[C:15]([O:17][CH2:18][CH3:19])=[O:16])=[O:10])[C:2]1[CH:3]=[CH:4][CH:5]=[CH:6][CH:7]=1, predict the reactants needed to synthesize it. The reactants are: [CH2:1]([O:8][C:9]([NH:11][CH:12]([CH3:23])[C:13](=[O:22])[C:14]([CH3:21])([CH3:20])[C:15]([O:17][CH2:18][CH3:19])=[O:16])=[O:10])[C:2]1[CH:7]=[CH:6][CH:5]=[CH:4][CH:3]=1.[BH4-].[Na+].[Cl-].[NH4+]. (3) The reactants are: Cl[CH2:2][C:3]([N:5]1[C:14]2[C:9](=[CH:10][CH:11]=[CH:12][CH:13]=2)[CH2:8][CH2:7][CH2:6]1)=[O:4].[N+:15]([C:18]1[CH:27]=[CH:26][C:21]2[N:22]=[C:23]([SH:25])[S:24][C:20]=2[CH:19]=1)([O-:17])=[O:16]. Given the product [N:5]1([C:3](=[O:4])[CH2:2][S:25][C:23]2[S:24][C:20]3[CH:19]=[C:18]([N+:15]([O-:17])=[O:16])[CH:27]=[CH:26][C:21]=3[N:22]=2)[C:14]2[C:9](=[CH:10][CH:11]=[CH:12][CH:13]=2)[CH2:8][CH2:7][CH2:6]1, predict the reactants needed to synthesize it. (4) Given the product [CH2:1]([N:8]1[CH2:20][CH2:19][C:11]2[N:12]=[C:13]([C:23]3[C:22]([CH3:21])=[CH:30][CH:29]=[C:28]4[C:24]=3[CH:25]=[N:26][NH:27]4)[N:14]=[C:15]([O:16][CH3:17])[C:10]=2[CH2:9]1)[C:2]1[CH:7]=[CH:6][CH:5]=[CH:4][CH:3]=1, predict the reactants needed to synthesize it. The reactants are: [CH2:1]([N:8]1[CH2:20][CH2:19][C:11]2[N:12]=[C:13](Cl)[N:14]=[C:15]([O:16][CH3:17])[C:10]=2[CH2:9]1)[C:2]1[CH:7]=[CH:6][CH:5]=[CH:4][CH:3]=1.[CH3:21][C:22]1[C:23](B(O)O)=[C:24]2[C:28](=[CH:29][CH:30]=1)[NH:27][N:26]=[CH:25]2.C([O-])([O-])=O.[Na+].[Na+].